Dataset: NCI-60 drug combinations with 297,098 pairs across 59 cell lines. Task: Regression. Given two drug SMILES strings and cell line genomic features, predict the synergy score measuring deviation from expected non-interaction effect. (1) Drug 1: C1CN1P(=S)(N2CC2)N3CC3. Drug 2: C#CCC(CC1=CN=C2C(=N1)C(=NC(=N2)N)N)C3=CC=C(C=C3)C(=O)NC(CCC(=O)O)C(=O)O. Cell line: HOP-92. Synergy scores: CSS=18.7, Synergy_ZIP=0.158, Synergy_Bliss=3.02, Synergy_Loewe=-2.81, Synergy_HSA=-0.00335. (2) Drug 1: CC(C1=C(C=CC(=C1Cl)F)Cl)OC2=C(N=CC(=C2)C3=CN(N=C3)C4CCNCC4)N. Drug 2: CCC1(C2=C(COC1=O)C(=O)N3CC4=CC5=C(C=CC(=C5CN(C)C)O)N=C4C3=C2)O.Cl. Cell line: SNB-75. Synergy scores: CSS=10.9, Synergy_ZIP=-2.76, Synergy_Bliss=-1.20, Synergy_Loewe=-7.15, Synergy_HSA=-2.16. (3) Drug 1: CCC(=C(C1=CC=CC=C1)C2=CC=C(C=C2)OCCN(C)C)C3=CC=CC=C3.C(C(=O)O)C(CC(=O)O)(C(=O)O)O. Drug 2: CC1=C(N=C(N=C1N)C(CC(=O)N)NCC(C(=O)N)N)C(=O)NC(C(C2=CN=CN2)OC3C(C(C(C(O3)CO)O)O)OC4C(C(C(C(O4)CO)O)OC(=O)N)O)C(=O)NC(C)C(C(C)C(=O)NC(C(C)O)C(=O)NCCC5=NC(=CS5)C6=NC(=CS6)C(=O)NCCC[S+](C)C)O. Cell line: SF-295. Synergy scores: CSS=42.4, Synergy_ZIP=0.611, Synergy_Bliss=0.166, Synergy_Loewe=-19.1, Synergy_HSA=3.30. (4) Drug 1: CC1OCC2C(O1)C(C(C(O2)OC3C4COC(=O)C4C(C5=CC6=C(C=C35)OCO6)C7=CC(=C(C(=C7)OC)O)OC)O)O. Drug 2: C(CCl)NC(=O)N(CCCl)N=O. Cell line: RPMI-8226. Synergy scores: CSS=41.3, Synergy_ZIP=-6.55, Synergy_Bliss=-9.39, Synergy_Loewe=-20.5, Synergy_HSA=-5.20. (5) Drug 1: C1=NC2=C(N1)C(=S)N=CN2. Drug 2: C(CN)CNCCSP(=O)(O)O. Cell line: OVCAR3. Synergy scores: CSS=52.9, Synergy_ZIP=1.41, Synergy_Bliss=3.90, Synergy_Loewe=-32.1, Synergy_HSA=5.32. (6) Drug 1: C(CC(=O)O)C(=O)CN.Cl. Drug 2: C1=NNC2=C1C(=O)NC=N2. Cell line: SF-268. Synergy scores: CSS=18.5, Synergy_ZIP=-3.59, Synergy_Bliss=1.85, Synergy_Loewe=0.741, Synergy_HSA=0.0439. (7) Drug 1: CCC1(CC2CC(C3=C(CCN(C2)C1)C4=CC=CC=C4N3)(C5=C(C=C6C(=C5)C78CCN9C7C(C=CC9)(C(C(C8N6C=O)(C(=O)OC)O)OC(=O)C)CC)OC)C(=O)OC)O.OS(=O)(=O)O. Drug 2: C1=NC2=C(N1)C(=S)N=CN2. Cell line: BT-549. Synergy scores: CSS=43.5, Synergy_ZIP=-6.73, Synergy_Bliss=-4.22, Synergy_Loewe=-2.00, Synergy_HSA=0.361. (8) Drug 1: CN(C)N=NC1=C(NC=N1)C(=O)N. Drug 2: CC1C(C(=O)NC(C(=O)N2CCCC2C(=O)N(CC(=O)N(C(C(=O)O1)C(C)C)C)C)C(C)C)NC(=O)C3=C4C(=C(C=C3)C)OC5=C(C(=O)C(=C(C5=N4)C(=O)NC6C(OC(=O)C(N(C(=O)CN(C(=O)C7CCCN7C(=O)C(NC6=O)C(C)C)C)C)C(C)C)C)N)C. Cell line: MCF7. Synergy scores: CSS=-4.47, Synergy_ZIP=0.247, Synergy_Bliss=0.300, Synergy_Loewe=-0.441, Synergy_HSA=-0.687.